Dataset: Experimental lipophilicity measurements (octanol/water distribution) for 4,200 compounds from AstraZeneca. Task: Regression/Classification. Given a drug SMILES string, predict its absorption, distribution, metabolism, or excretion properties. Task type varies by dataset: regression for continuous measurements (e.g., permeability, clearance, half-life) or binary classification for categorical outcomes (e.g., BBB penetration, CYP inhibition). For this dataset (lipophilicity_astrazeneca), we predict Y. (1) The drug is NC(=O)Nc1cc(-c2ccsc2)sc1C(N)=O. The Y is 2.30 logD. (2) The compound is Cc1ccnc(NCc2ccccc2)c1. The Y is 3.08 logD. (3) The compound is CCCSc1c(C(=O)NC2CCCCC2)cnn1[C@H]1CC[C@H](C(=O)O)CC1. The Y is 1.03 logD. (4) The compound is Clc1cccc(-n2nnnc2NCc2ccccc2Oc2ccccn2)c1Cl. The Y is 3.62 logD. (5) The drug is CC(C)C[C@H](N)c1nnc(S(=O)(=O)Cc2ccc(F)cc2)o1. The Y is 1.11 logD. (6) The compound is O=c1[nH]c2c(O)ccc([C@@H](O)CNCCc3cccc(CNCCc4ccccn4)c3)c2s1. The Y is -0.0700 logD. (7) The drug is CS(=O)(=O)c1ccc([C@@H](C[C@H]2CCC(=O)C2)C(=O)Nc2cnccn2)cc1Cl. The Y is 1.39 logD. (8) The drug is CCCc1c(OCCCOc2ccc3c(=O)cc(C(=O)O)oc3c2CCC)ccc(C(C)=O)c1O. The Y is 3.00 logD.